This data is from Full USPTO retrosynthesis dataset with 1.9M reactions from patents (1976-2016). The task is: Predict the reactants needed to synthesize the given product. (1) Given the product [C:11]([C:8]1[CH:9]=[C:10]2[C:5]([CH2:4][CH2:3][O:2][CH2:1]2)=[CH:6][CH:7]=1)#[CH:12], predict the reactants needed to synthesize it. The reactants are: [CH2:1]1[C:10]2[C:5](=[CH:6][CH:7]=[C:8]([C:11]#[C:12][Si](C)(C)C)[CH:9]=2)[CH2:4][CH2:3][O:2]1.C(=O)([O-])[O-].[K+].[K+]. (2) Given the product [N:1]1[CH:6]=[CH:5][CH:4]=[C:3]([CH2:7][C:8]([O:10][C@@H:11]2[C@@H:27]([CH3:28])[C:26](=[O:29])[O:25][C@H:24]([CH2:30][CH3:31])[C@:23]3([CH3:32])[C@H:19]([NH:20][C:21](=[O:33])[O:22]3)[C@@H:18]([CH3:34])[C:17](=[O:35])[C@H:16]([CH3:36])[CH2:15][C@:14]([O:38][C:39]([N:41]3[CH:64]=[CH:63][C:60]([C:61]#[N:62])=[CH:58]3)=[O:40])([CH3:37])[C@H:13]([O:42][C@@H:43]3[O:52][C@H:51]([CH3:53])[CH2:50][C@H:49]([N:54]([CH3:55])[CH3:56])[C@H:44]3[O:45][C:46](=[O:48])[CH3:47])[C@H:12]2[CH3:57])=[O:9])[CH:2]=1, predict the reactants needed to synthesize it. The reactants are: [N:1]1[CH:6]=[CH:5][CH:4]=[C:3]([CH2:7][C:8]([O:10][C@@H:11]2[C@@H:27]([CH3:28])[C:26](=[O:29])[O:25][C@H:24]([CH2:30][CH3:31])[C@:23]3([CH3:32])[C@H:19]([NH:20][C:21](=[O:33])[O:22]3)[C@@H:18]([CH3:34])[C:17](=[O:35])[C@H:16]([CH3:36])[CH2:15][C@:14]([O:38][C:39]([NH2:41])=[O:40])([CH3:37])[C@H:13]([O:42][C@@H:43]3[O:52][C@H:51]([CH3:53])[CH2:50][C@H:49]([N:54]([CH3:56])[CH3:55])[C@H:44]3[O:45][C:46](=[O:48])[CH3:47])[C@H:12]2[CH3:57])=[O:9])[CH:2]=1.[CH:58]([CH:60]([CH2:63][CH:64](OC)OC)[C:61]#[N:62])=O.FC(F)(F)C(O)=O. (3) Given the product [ClH:1].[NH2:12][C:9]([CH3:11])([CH:8]([C:5]1[CH:4]=[CH:3][C:2]([Cl:1])=[CH:7][CH:6]=1)[CH2:17][C:18]1[CH:23]=[CH:22][C:21]([Cl:24])=[CH:20][CH:19]=1)[CH3:10], predict the reactants needed to synthesize it. The reactants are: [Cl:1][C:2]1[CH:7]=[CH:6][C:5]([CH:8]([CH2:17][C:18]2[CH:23]=[CH:22][C:21]([Cl:24])=[CH:20][CH:19]=2)[C:9]([NH:12]C(=O)CCl)([CH3:11])[CH3:10])=[CH:4][CH:3]=1.NC(N)=S. (4) Given the product [C:1]([O:5][NH:6][C:7](=[O:33])[CH2:8][CH2:9][CH2:10][CH2:11][CH2:12][CH2:13][NH:14][C:15]([C:17]1[N:18]=[N:19][N:20]([CH2:22][C:23](=[O:25])[NH:44][C:39]2[CH:40]=[CH:41][CH:42]=[C:43]3[C:38]=2[N:37]=[CH:36][CH:35]=[N:34]3)[CH:21]=1)=[O:16])([CH3:2])([CH3:3])[CH3:4], predict the reactants needed to synthesize it. The reactants are: [C:1]([O:5][NH:6][C:7](=[O:33])[CH2:8][CH2:9][CH2:10][CH2:11][CH2:12][CH2:13][NH:14][C:15]([C:17]1[N:18]=[N:19][N:20]([CH2:22][C:23]([O:25]CC2C=CC=CC=2)=O)[CH:21]=1)=[O:16])([CH3:4])([CH3:3])[CH3:2].[N:34]1[C:43]2[CH:42]=[CH:41][CH:40]=[C:39]([NH2:44])[C:38]=2[N:37]=[CH:36][CH:35]=1.CCN=C=NCCCN(C)C. (5) Given the product [O:20]1[CH2:21][CH2:22][O:23][CH2:24][CH:19]1[C:18]1[C:12]2[S:11][C:10]([NH:9][C:8]([N:41]3[CH2:42][CH2:43][CH:38]([CH2:37][O:36][CH3:35])[CH2:39][CH2:40]3)=[O:27])=[N:14][C:13]=2[C:15]([O:25][CH3:26])=[CH:16][CH:17]=1, predict the reactants needed to synthesize it. The reactants are: C1(O[C:8](=[O:27])[NH:9][C:10]2[S:11][C:12]3[C:18]([CH:19]4[CH2:24][O:23][CH2:22][CH2:21][O:20]4)=[CH:17][CH:16]=[C:15]([O:25][CH3:26])[C:13]=3[N:14]=2)C=CC=CC=1.FC(F)(F)C(O)=O.[CH3:35][O:36][CH2:37][CH:38]1[CH2:43][CH2:42][NH:41][CH2:40][CH2:39]1.C(N(C(C)C)C(C)C)C. (6) The reactants are: [C:1]1([CH:7]([C:20]2[CH:25]=[CH:24][C:23]([C:26]([F:29])([F:28])[F:27])=[CH:22][CH:21]=2)[CH:8]2[CH2:13][CH2:12][N:11]([CH2:14][C:15]([O:17]CC)=[O:16])[CH2:10][CH2:9]2)[CH:6]=[CH:5][CH:4]=[CH:3][CH:2]=1.O[Li].O. Given the product [C:1]1([CH:7]([C:20]2[CH:25]=[CH:24][C:23]([C:26]([F:29])([F:27])[F:28])=[CH:22][CH:21]=2)[CH:8]2[CH2:9][CH2:10][N:11]([CH2:14][C:15]([OH:17])=[O:16])[CH2:12][CH2:13]2)[CH:6]=[CH:5][CH:4]=[CH:3][CH:2]=1, predict the reactants needed to synthesize it.